From a dataset of Peptide-MHC class II binding affinity with 134,281 pairs from IEDB. Regression. Given a peptide amino acid sequence and an MHC pseudo amino acid sequence, predict their binding affinity value. This is MHC class II binding data. (1) The peptide sequence is EGTKVTFHVEKGSNP. The binding affinity (normalized) is 0.152. The MHC is HLA-DPA10201-DPB10101 with pseudo-sequence HLA-DPA10201-DPB10101. (2) The peptide sequence is PVVHFFKNIVTPRTPPY. The MHC is HLA-DQA10501-DQB10201 with pseudo-sequence HLA-DQA10501-DQB10201. The binding affinity (normalized) is 0.410. (3) The peptide sequence is QTSKKIGDDATLS. The MHC is DRB1_0401 with pseudo-sequence DRB1_0401. The binding affinity (normalized) is 0.198. (4) The peptide sequence is KKSRMSMAMGTMAGCGY. The MHC is DRB4_0103 with pseudo-sequence DRB4_0103. The binding affinity (normalized) is 0.573.